This data is from Full USPTO retrosynthesis dataset with 1.9M reactions from patents (1976-2016). The task is: Predict the reactants needed to synthesize the given product. (1) The reactants are: [Cl:1][C:2]1[CH:9]=[CH:8][C:5](C#N)=[C:4]([NH:10][C:11]2[C:16]([Cl:17])=[CH:15][N:14]=[C:13](Cl)[CH:12]=2)[CH:3]=1.[CH3:19][C:20]1[CH:24]=[C:23]([NH2:25])[N:22]([CH:26]([CH3:28])[CH3:27])[N:21]=1.[C:29](=[O:32])([O-])[O-:30].[Cs+].[Cs+].C1C=CC(P(C2C(OC3C(P(C4C=CC=CC=4)C4C=CC=CC=4)=CC=CC=3)=CC=CC=2)C2C=CC=CC=2)=CC=1.[OH-].[Na+]. Given the product [Cl:1][C:2]1[CH:9]=[CH:8][C:5]([C:29]([OH:30])=[O:32])=[C:4]([NH:10][C:11]2[C:16]([Cl:17])=[CH:15][N:14]=[C:13]([NH:25][C:23]3[N:22]([CH:26]([CH3:28])[CH3:27])[N:21]=[C:20]([CH3:19])[CH:24]=3)[CH:12]=2)[CH:3]=1, predict the reactants needed to synthesize it. (2) Given the product [CH3:5][O:6][CH2:7][C:8]1[CH:13]=[C:12]([C:14]2[O:18][N:17]=[C:16]([C:19]3[CH:26]=[CH:25][C:22]([CH2:23][N:2]([CH3:1])[CH2:37][C:38]([OH:40])=[O:39])=[CH:21][C:20]=3[CH3:27])[N:15]=2)[CH:11]=[CH:10][C:9]=1[C:28]1[CH:33]=[CH:32][CH:31]=[CH:30][C:29]=1[CH3:34], predict the reactants needed to synthesize it. The reactants are: [C:1]([BH3-])#[N:2].[Na+].[CH3:5][O:6][CH2:7][C:8]1[CH:13]=[C:12]([C:14]2[O:18][N:17]=[C:16]([C:19]3[CH:26]=[CH:25][C:22]([CH:23]=O)=[CH:21][C:20]=3[CH3:27])[N:15]=2)[CH:11]=[CH:10][C:9]=1[C:28]1[CH:33]=[CH:32][CH:31]=[CH:30][C:29]=1[CH3:34].CN[CH2:37][C:38]([OH:40])=[O:39].C(Cl)Cl. (3) Given the product [Cl:1][C:2]1[CH:7]=[CH:6][C:5]([CH2:8][N:9]2[CH2:13][CH2:12][S:11][C:10]2=[N:14][O:15][C:18](=[O:19])[N:17]([CH3:21])[CH3:16])=[CH:4][N:3]=1, predict the reactants needed to synthesize it. The reactants are: [Cl:1][C:2]1[CH:7]=[CH:6][C:5]([CH2:8][N:9]2[CH2:13][CH2:12][S:11][C:10]2=[N:14][OH:15])=[CH:4][N:3]=1.[CH3:16][N:17]([CH3:21])[C:18](Cl)=[O:19]. (4) The reactants are: [NH2:1][C:2]1[CH:10]=[CH:9][CH:8]=[C:7]2[C:3]=1[C:4](=[O:20])[N:5]([CH:12]1[CH2:17][CH2:16][C:15](=[O:18])[NH:14][C:13]1=[O:19])[C:6]2=[O:11].Cl[C:22]([CH2:24][CH2:25][C:26]([O:28][CH3:29])=[O:27])=[O:23]. Given the product [O:19]=[C:13]1[CH:12]([N:5]2[C:4](=[O:20])[C:3]3[C:7](=[CH:8][CH:9]=[CH:10][C:2]=3[NH:1][C:22]([CH2:24][CH2:25][C:26]([O:28][CH3:29])=[O:27])=[O:23])[C:6]2=[O:11])[CH2:17][CH2:16][C:15](=[O:18])[NH:14]1, predict the reactants needed to synthesize it. (5) Given the product [CH3:3][O:4][C:5](=[O:17])[CH:6]([C:7]1[CH:8]=[CH:9][C:10]([S:13]([CH3:16])(=[O:14])=[O:15])=[CH:11][CH:12]=1)[CH2:22][C:21]1[CH:24]=[CH:25][CH:26]=[C:19]([F:18])[CH:20]=1, predict the reactants needed to synthesize it. The reactants are: [H-].[Na+].[CH3:3][O:4][C:5](=[O:17])[CH2:6][C:7]1[CH:12]=[CH:11][C:10]([S:13]([CH3:16])(=[O:15])=[O:14])=[CH:9][CH:8]=1.[F:18][C:19]1[CH:20]=[C:21]([CH:24]=[CH:25][CH:26]=1)[CH2:22]Br. (6) Given the product [NH2:7][CH2:8][CH2:9][CH2:10][CH2:11][C@H:12]([NH:36][C:37](=[O:51])[C:38]1[CH:43]=[CH:42][C:41]([C:44]2([C:47]([F:49])([F:50])[F:48])[N:45]=[N:46]2)=[CH:40][CH:39]=1)[C:13](=[O:14])[N:15]([CH3:35])[CH2:16][CH2:17][N:18]([CH3:34])[C:19](=[O:33])[CH2:20][CH2:21][CH2:22][CH2:23][C@H:24]1[C@@H:31]2[C@@H:27]([NH:28][C:29](=[O:32])[NH:30]2)[CH2:26][S:25]1, predict the reactants needed to synthesize it. The reactants are: C(OC(=O)[NH:7][CH2:8][CH2:9][CH2:10][CH2:11][C@H:12]([NH:36][C:37](=[O:51])[C:38]1[CH:43]=[CH:42][C:41]([C:44]2([C:47]([F:50])([F:49])[F:48])[N:46]=[N:45]2)=[CH:40][CH:39]=1)[C:13]([N:15]([CH3:35])[CH2:16][CH2:17][N:18]([CH3:34])[C:19](=[O:33])[CH2:20][CH2:21][CH2:22][CH2:23][C@H:24]1[C@@H:31]2[C@@H:27]([NH:28][C:29](=[O:32])[NH:30]2)[CH2:26][S:25]1)=[O:14])(C)(C)C.C(OCC)(=O)C.Cl. (7) Given the product [Cl:24][C:23]1[CH:22]=[C:21]2[C:17]([C:18]([C:25]([NH:27][S:28]([CH3:31])(=[O:30])=[O:29])=[O:26])=[CH:19][NH:20]2)=[CH:16][C:15]=1[C:39]1[CH:44]=[CH:43][C:42]([C:45]([CH3:49])([CH3:48])[CH2:46][OH:47])=[C:41]([O:50][CH3:51])[CH:40]=1, predict the reactants needed to synthesize it. The reactants are: BrC1C=C2C(=CC=1Cl)NC=C2C=O.Br[C:15]1[CH:16]=[C:17]2[C:21](=[CH:22][C:23]=1[Cl:24])[NH:20][CH:19]=[C:18]2[C:25]([NH:27][S:28]([CH3:31])(=[O:30])=[O:29])=[O:26].CC1(C)COB([C:39]2[CH:44]=[CH:43][C:42]([C:45]([CH3:49])([CH3:48])[CH2:46][OH:47])=[C:41]([O:50][CH3:51])[CH:40]=2)OC1.BrC1C=CC(C(C)(C)CO)=C(OC)C=1.C(=O)([O-])[O-].[K+].[K+]. (8) Given the product [CH3:1][C@H:2]([NH2:6])[C:3]([OH:5])=[O:4].[CH:11]1[C:16]([CH2:17][C@H:18]([NH2:22])[C:19]([OH:21])=[O:20])=[CH:15][CH:14]=[C:13]([OH:23])[CH:12]=1.[CH2:24]([CH2:28][C@H:29]([NH2:33])[C:30]([OH:32])=[O:31])[CH2:25][CH2:26][NH2:27].[CH2:34]([C@H:39]([NH2:43])[C:40]([OH:42])=[O:41])[CH2:35][C:36]([OH:38])=[O:37], predict the reactants needed to synthesize it. The reactants are: [CH3:1][C@H:2]([NH2:6])[C:3]([OH:5])=[O:4].CC(O)=O.[CH:11]1[C:16]([CH2:17][C@H:18]([NH2:22])[C:19]([OH:21])=[O:20])=[CH:15][CH:14]=[C:13]([OH:23])[CH:12]=1.[CH2:24]([CH2:28][C@H:29]([NH2:33])[C:30]([OH:32])=[O:31])[CH2:25][CH2:26][NH2:27].[CH2:34]([C@H:39]([NH2:43])[C:40]([OH:42])=[O:41])[CH2:35][C:36]([OH:38])=[O:37]. (9) The reactants are: [Cl:1][C:2]1[C:3]([CH:49]2[CH2:51][CH2:50]2)=[N:4][N:5]([CH3:48])[C:6]=1[N:7]1[CH2:47][CH2:46][C:10]2[N:11]=[C:12]([C:25]3[C:33]([CH3:34])=[CH:32][CH:31]=[C:30]4[C:26]=3[C:27]([CH3:45])=[N:28][N:29]4S(C3C=CC(C)=CC=3)(=O)=O)[N:13]=[C:14]([N:15]3[CH2:20][CH2:19][C@@H:18]([O:21][CH3:22])[C:17]([CH3:24])([CH3:23])[CH2:16]3)[C:9]=2[CH2:8]1.C([O-])([O-])=O.[K+].[K+]. Given the product [Cl:1][C:2]1[C:3]([CH:49]2[CH2:50][CH2:51]2)=[N:4][N:5]([CH3:48])[C:6]=1[N:7]1[CH2:47][CH2:46][C:10]2[N:11]=[C:12]([C:25]3[C:33]([CH3:34])=[CH:32][CH:31]=[C:30]4[C:26]=3[C:27]([CH3:45])=[N:28][NH:29]4)[N:13]=[C:14]([N:15]3[CH2:20][CH2:19][C@@H:18]([O:21][CH3:22])[C:17]([CH3:24])([CH3:23])[CH2:16]3)[C:9]=2[CH2:8]1, predict the reactants needed to synthesize it.